From a dataset of CYP3A4 inhibition data for predicting drug metabolism from PubChem BioAssay. Regression/Classification. Given a drug SMILES string, predict its absorption, distribution, metabolism, or excretion properties. Task type varies by dataset: regression for continuous measurements (e.g., permeability, clearance, half-life) or binary classification for categorical outcomes (e.g., BBB penetration, CYP inhibition). Dataset: cyp3a4_veith. (1) The compound is COc1ccc2[nH]c(=O)c(NC(N)=S)nc2c1. The result is 0 (non-inhibitor). (2) The drug is CCNc1ncc2nc(-c3cc(F)cc(F)c3)c(=O)n(C3CC3)c2n1. The result is 0 (non-inhibitor). (3) The drug is Cc1cccc(CNc2ncnc3ccc(-c4ccccc4C#N)cc23)c1. The result is 1 (inhibitor). (4) The drug is Cc1nn(C)c(Cl)c1NC(=O)OCc1ccc(F)cc1. The result is 0 (non-inhibitor). (5) The compound is CN1C(=O)/C(=C/c2ccccc2OCc2ccccc2F)NC1=S. The result is 0 (non-inhibitor).